This data is from Full USPTO retrosynthesis dataset with 1.9M reactions from patents (1976-2016). The task is: Predict the reactants needed to synthesize the given product. (1) Given the product [Cl:1][C:2]1[CH:30]=[CH:29][C:5]([CH2:6][NH:7][C:8]([C:10]2[C:19](=[O:20])[C:18]3[C:13]4=[C:14]([CH:43]=[C:42]([CH2:41][S:40][CH2:38][CH3:39])[N:12]4[CH:11]=2)[CH:15]=[C:16]([CH2:21][N:22]2[CH2:27][CH2:26][O:25][CH2:24][CH2:23]2)[CH:17]=3)=[O:9])=[CH:4][CH:3]=1, predict the reactants needed to synthesize it. The reactants are: [Cl:1][C:2]1[CH:30]=[CH:29][C:5]([CH2:6][NH:7][C:8]([C:10]2[CH:11]=[N:12][C:13]3[C:18]([C:19]=2[OH:20])=[CH:17][C:16]([CH2:21][N:22]2[CH2:27][CH2:26][O:25][CH2:24][CH2:23]2)=[CH:15][C:14]=3I)=[O:9])=[CH:4][CH:3]=1.CCN(CC)CC.[CH2:38]([S:40][CH2:41][C:42]#[CH:43])[CH3:39].CCO. (2) Given the product [CH2:15]([N:22]1[CH2:28][C@@H:3]2[C:2](=[O:7])[NH:1][C:5](=[O:6])[C@@H:4]2[CH2:23]1)[C:16]1[CH:21]=[CH:20][CH:19]=[CH:18][CH:17]=1, predict the reactants needed to synthesize it. The reactants are: [NH:1]1[C:5](=[O:6])[CH:4]=[CH:3][C:2]1=[O:7].FC(F)(F)C(O)=O.[CH2:15]([N:22]([CH2:28]OC)[CH2:23][Si](C)(C)C)[C:16]1[CH:21]=[CH:20][CH:19]=[CH:18][CH:17]=1.